Dataset: Forward reaction prediction with 1.9M reactions from USPTO patents (1976-2016). Task: Predict the product of the given reaction. (1) Given the reactants [OH:1][C:2]1[C:7]([C:8]#[N:9])=[C:6]([CH3:10])[CH:5]=[C:4]([CH3:11])[N:3]=1.[CH2:12](Cl)[C:13]1[CH:18]=[CH:17][CH:16]=[CH:15][CH:14]=1, predict the reaction product. The product is: [CH2:12]([O:1][C:2]1[C:7]([C:8]#[N:9])=[C:6]([CH3:10])[CH:5]=[C:4]([CH3:11])[N:3]=1)[C:13]1[CH:18]=[CH:17][CH:16]=[CH:15][CH:14]=1. (2) Given the reactants [NH2:1][C:2]1[CH:7]=[N:6][CH:5]=[C:4](Cl)[N:3]=1.[F:9][C:10]1[CH:11]=[C:12](B(O)O)[CH:13]=[CH:14][CH:15]=1.C(=O)([O-])[O-].[Na+].[Na+], predict the reaction product. The product is: [F:9][C:10]1[CH:15]=[C:14]([C:4]2[N:3]=[C:2]([NH2:1])[CH:7]=[N:6][CH:5]=2)[CH:13]=[CH:12][CH:11]=1. (3) Given the reactants [BH4-].[Na+].[OH-].[Na+].[H][H].[NH2:7][C:8]1[CH:9]=[C:10]2[C:19](=[CH:20][CH:21]=1)[N:18]=[C:17]1[C:12](=[CH:13][C:14](=[O:28])[C:15](Cl)=[C:16]1CCCCC)[O:11]2.NC1C=C2C(=CC=1)N=C1C(=CC(=O)C=C1CCCCC)O2, predict the reaction product. The product is: [CH:21]1[C:8]([NH2:7])=[CH:9][C:10]2[O:11][C:12]3[C:17](=[N:18][C:19]=2[CH:20]=1)[CH:16]=[CH:15][C:14](=[O:28])[CH:13]=3. (4) Given the reactants Br[C:2]1[N:10]2[C:5]([CH:6]=[N:7][C:8]([NH:11][C:12]3[CH:17]=[CH:16][C:15]([N:18]4[CH2:23][CH2:22][CH:21]([N:24]5[CH2:29][CH2:28][N:27]([CH3:30])[CH2:26][CH2:25]5)[CH2:20][CH2:19]4)=[CH:14][C:13]=3[O:31][CH3:32])=[N:9]2)=[CH:4][CH:3]=1.[Cl:33][C:34]1[CH:39]=[CH:38][C:37](B(O)O)=[CH:36][N:35]=1, predict the reaction product. The product is: [Cl:33][C:34]1[N:35]=[CH:36][C:37]([C:2]2[N:10]3[C:5]([CH:6]=[N:7][C:8]([NH:11][C:12]4[CH:17]=[CH:16][C:15]([N:18]5[CH2:19][CH2:20][CH:21]([N:24]6[CH2:29][CH2:28][N:27]([CH3:30])[CH2:26][CH2:25]6)[CH2:22][CH2:23]5)=[CH:14][C:13]=4[O:31][CH3:32])=[N:9]3)=[CH:4][CH:3]=2)=[CH:38][CH:39]=1. (5) Given the reactants [C:1]([O:5][C@@H:6]([C:10]1[C:11]([C:26]2[CH:31]=[CH:30][C:29]([Cl:32])=[CH:28][CH:27]=2)=[C:12]2[C:17](=[CH:18][C:19]=1[CH3:20])[N:16]=[C:15]([C:21]1[NH:25]N=C[CH:22]=1)[CH:14]=[CH:13]2)[C:7]([OH:9])=[O:8])([CH3:4])([CH3:3])[CH3:2].[S:33]1C=C(B(O)O)N=[CH:34]1, predict the reaction product. The product is: [C:1]([O:5][C@@H:6]([C:10]1[C:11]([C:26]2[CH:27]=[CH:28][C:29]([Cl:32])=[CH:30][CH:31]=2)=[C:12]2[C:17](=[CH:18][C:19]=1[CH3:20])[N:16]=[C:15]([C:21]1[N:25]=[CH:34][S:33][CH:22]=1)[CH:14]=[CH:13]2)[C:7]([OH:9])=[O:8])([CH3:3])([CH3:2])[CH3:4]. (6) Given the reactants S(Cl)(Cl)=O.[OH:5][C@H:6]1[CH2:10][NH:9][C@H:8]([C:11]([OH:13])=[O:12])[CH2:7]1.[CH3:14]O, predict the reaction product. The product is: [CH3:14][O:12][C:11](=[O:13])[C@@H:8]1[CH2:7][C@@H:6]([OH:5])[CH2:10][NH:9]1.